Task: Predict the product of the given reaction.. Dataset: Forward reaction prediction with 1.9M reactions from USPTO patents (1976-2016) (1) Given the reactants [Br:1][C:2]1[CH:10]=[C:6]([C:7]([OH:9])=O)[C:5]([OH:11])=[CH:4][CH:3]=1.[Cl:12][C:13]1[CH:19]=[CH:18][C:16]([NH2:17])=[CH:15][C:14]=1[C:20]([F:23])([F:22])[F:21], predict the reaction product. The product is: [Br:1][C:2]1[CH:3]=[CH:4][C:5]([OH:11])=[C:6]([CH:10]=1)[C:7]([NH:17][C:16]1[CH:18]=[CH:19][C:13]([Cl:12])=[C:14]([C:20]([F:23])([F:21])[F:22])[CH:15]=1)=[O:9]. (2) Given the reactants C(O[C:6]([N:8]1[CH2:11][CH:10]([N:12]2[CH:16]=[C:15]([C:17]3[CH:38]=[CH:37][C:20]4[C:21]5[N:22]=[C:23]([C:29]6[N:30]([CH:34]([CH3:36])[CH3:35])[N:31]=[CH:32][N:33]=6)[S:24][C:25]=5[CH2:26][CH2:27][O:28][C:19]=4[CH:18]=3)[CH:14]=[N:13]2)[CH2:9]1)=[O:7])(C)(C)C.F[C:40](F)(F)[C:41](O)=[O:42].CCN(C(C)C)C(C)C.C(O)(=O)C(C)O.CN(C(ON1N=NC2C=CC=NC1=2)=[N+](C)C)C.F[P-](F)(F)(F)(F)F, predict the reaction product. The product is: [OH:42][CH:41]([CH3:40])[C:6]([N:8]1[CH2:9][CH:10]([N:12]2[CH:16]=[C:15]([C:17]3[CH:38]=[CH:37][C:20]4[C:21]5[N:22]=[C:23]([C:29]6[N:30]([CH:34]([CH3:36])[CH3:35])[N:31]=[CH:32][N:33]=6)[S:24][C:25]=5[CH2:26][CH2:27][O:28][C:19]=4[CH:18]=3)[CH:14]=[N:13]2)[CH2:11]1)=[O:7]. (3) Given the reactants [Cl:1][C:2]1[CH:7]=[CH:6][N:5]=[C:4]([N:8]2[CH2:13][CH2:12][N:11](C(OC(C)(C)C)=O)[CH2:10][CH2:9]2)[N:3]=1.[F:21][C:22]1[CH:23]=[C:24](B(O)O)[CH:25]=[C:26]([F:28])[CH:27]=1, predict the reaction product. The product is: [ClH:1].[ClH:1].[F:21][C:22]1[CH:23]=[C:24]([C:2]2[CH:7]=[CH:6][N:5]=[C:4]([N:8]3[CH2:9][CH2:10][NH:11][CH2:12][CH2:13]3)[N:3]=2)[CH:25]=[C:26]([F:28])[CH:27]=1.